This data is from NCI-60 drug combinations with 297,098 pairs across 59 cell lines. The task is: Regression. Given two drug SMILES strings and cell line genomic features, predict the synergy score measuring deviation from expected non-interaction effect. (1) Drug 1: CN1CCC(CC1)COC2=C(C=C3C(=C2)N=CN=C3NC4=C(C=C(C=C4)Br)F)OC. Drug 2: CS(=O)(=O)CCNCC1=CC=C(O1)C2=CC3=C(C=C2)N=CN=C3NC4=CC(=C(C=C4)OCC5=CC(=CC=C5)F)Cl. Cell line: 786-0. Synergy scores: CSS=4.32, Synergy_ZIP=-2.06, Synergy_Bliss=-1.68, Synergy_Loewe=-4.74, Synergy_HSA=-2.45. (2) Drug 1: CC12CCC3C(C1CCC2=O)CC(=C)C4=CC(=O)C=CC34C. Drug 2: CC1C(C(CC(O1)OC2CC(CC3=C2C(=C4C(=C3O)C(=O)C5=C(C4=O)C(=CC=C5)OC)O)(C(=O)CO)O)N)O.Cl. Cell line: SK-MEL-5. Synergy scores: CSS=51.1, Synergy_ZIP=-0.682, Synergy_Bliss=-1.03, Synergy_Loewe=-7.82, Synergy_HSA=-1.40. (3) Drug 1: CC=C1C(=O)NC(C(=O)OC2CC(=O)NC(C(=O)NC(CSSCCC=C2)C(=O)N1)C(C)C)C(C)C. Drug 2: CCC1(C2=C(COC1=O)C(=O)N3CC4=CC5=C(C=CC(=C5CN(C)C)O)N=C4C3=C2)O.Cl. Cell line: UO-31. Synergy scores: CSS=11.3, Synergy_ZIP=-4.43, Synergy_Bliss=4.73, Synergy_Loewe=-3.00, Synergy_HSA=0.154. (4) Drug 1: C1CC(=O)NC(=O)C1N2CC3=C(C2=O)C=CC=C3N. Drug 2: CC1CCC2CC(C(=CC=CC=CC(CC(C(=O)C(C(C(=CC(C(=O)CC(OC(=O)C3CCCCN3C(=O)C(=O)C1(O2)O)C(C)CC4CCC(C(C4)OC)O)C)C)O)OC)C)C)C)OC. Cell line: MDA-MB-435. Synergy scores: CSS=4.66, Synergy_ZIP=-3.96, Synergy_Bliss=-3.15, Synergy_Loewe=-10.5, Synergy_HSA=-1.67. (5) Drug 1: C1=CC(=CC=C1CCCC(=O)O)N(CCCl)CCCl. Drug 2: CCCS(=O)(=O)NC1=C(C(=C(C=C1)F)C(=O)C2=CNC3=C2C=C(C=N3)C4=CC=C(C=C4)Cl)F. Cell line: PC-3. Synergy scores: CSS=10.1, Synergy_ZIP=-4.21, Synergy_Bliss=-4.58, Synergy_Loewe=-6.86, Synergy_HSA=-5.82. (6) Drug 1: CC1CCC2CC(C(=CC=CC=CC(CC(C(=O)C(C(C(=CC(C(=O)CC(OC(=O)C3CCCCN3C(=O)C(=O)C1(O2)O)C(C)CC4CCC(C(C4)OC)OCCO)C)C)O)OC)C)C)C)OC. Drug 2: CN(CCCl)CCCl.Cl. Cell line: HOP-92. Synergy scores: CSS=21.5, Synergy_ZIP=0.602, Synergy_Bliss=0.673, Synergy_Loewe=-3.12, Synergy_HSA=-0.603.